Dataset: Full USPTO retrosynthesis dataset with 1.9M reactions from patents (1976-2016). Task: Predict the reactants needed to synthesize the given product. (1) Given the product [CH3:27][N:2]([CH3:1])[C:3]1[CH:8]=[C:7]([NH:9][C:10]2[CH:11]=[CH:12][C:13]([CH3:16])=[CH:14][CH:15]=2)[N:6]=[C:5]([NH:17][CH2:18][CH2:19][C:20]2[CH:25]=[CH:24][CH:23]=[CH:22][CH:21]=2)[N:4]=1, predict the reactants needed to synthesize it. The reactants are: [CH3:1][N:2]([CH3:27])[C:3]1[CH:8]=[C:7]([NH:9][C:10]2[CH:15]=[CH:14][C:13]([CH3:16])=[CH:12][CH:11]=2)[N:6]=[C:5]([NH:17][C:18](=O)[CH2:19][C:20]2[CH:25]=[CH:24][CH:23]=[CH:22][CH:21]=2)[N:4]=1.[H-].[H-].[H-].[H-].[Li+].[Al+3]. (2) Given the product [NH2:1][C:2]1[CH:11]=[CH:10][C:9]([O:26][C:27]([F:30])([F:29])[F:28])=[CH:8][C:3]=1[C:4]([O:6][CH3:7])=[O:5], predict the reactants needed to synthesize it. The reactants are: [NH2:1][C:2]1[CH:11]=[CH:10][C:9](C(F)(F)F)=[CH:8][C:3]=1[C:4]([O:6][CH3:7])=[O:5].NC1C=CC([O:26][C:27]([F:30])([F:29])[F:28])=CC=1C(O)=O.